This data is from Full USPTO retrosynthesis dataset with 1.9M reactions from patents (1976-2016). The task is: Predict the reactants needed to synthesize the given product. (1) Given the product [Cl:1][C:2]1[CH:15]=[CH:14][C:5]([O:6][CH2:7][CH2:8][CH2:9][C:10]2[N:23]=[C:22]([NH2:24])[NH:21][N:20]=2)=[CH:4][CH:3]=1, predict the reactants needed to synthesize it. The reactants are: [Cl:1][C:2]1[CH:15]=[CH:14][C:5]([O:6][CH2:7][CH2:8][CH2:9][C:10](OC)=O)=[CH:4][CH:3]=1.C(=O)(O)O.[NH2:20][NH:21][C:22]([NH2:24])=[NH:23]. (2) The reactants are: OS(C(F)(F)F)(=O)=O.[CH2:9]([N:16]([CH3:30])[C:17]1[N:18]=[C:19]([Cl:29])[C:20]2[C:25]([CH:26]=1)=[CH:24][C:23]([O:27][CH3:28])=[CH:22][CH:21]=2)[C:10]1C=CC=CC=1.C(=O)(O)[O-].[Na+]. Given the product [Cl:29][C:19]1[C:20]2[C:25](=[CH:24][C:23]([O:27][CH3:28])=[CH:22][CH:21]=2)[CH:26]=[C:17]([N:16]([CH2:9][CH3:10])[CH3:30])[N:18]=1.[Cl:29][C:19]1[C:20]2[C:25](=[CH:24][C:23]([O:27][CH3:28])=[CH:22][CH:21]=2)[CH:26]=[C:17]([NH:16][CH3:9])[N:18]=1, predict the reactants needed to synthesize it.